This data is from Full USPTO retrosynthesis dataset with 1.9M reactions from patents (1976-2016). The task is: Predict the reactants needed to synthesize the given product. (1) The reactants are: Br[C:2]1[C:7]([CH2:8][OH:9])=[CH:6][C:5]([Cl:10])=[CH:4][N:3]=1.[O:11]1[CH:16]=[CH:15][CH2:14][CH2:13][CH2:12]1.[Cl-].[Li+].C([Mg]Cl)(C)C.CN([CH:27]=[O:28])C. Given the product [Cl:10][C:5]1[CH:6]=[C:7]([CH2:8][O:9][CH:16]2[CH2:15][CH2:14][CH2:13][CH2:12][O:11]2)[C:2]([CH:27]=[O:28])=[N:3][CH:4]=1, predict the reactants needed to synthesize it. (2) Given the product [CH3:1][CH2:2][C@H:3]1[O:20][C:18](=[O:19])[CH2:17][C@@H:16]([OH:21])[C@H:15]([CH3:22])[C@@H:14]([O:23][C@@H:24]2[O:29][C@H:28]([CH3:30])[C@@H:27]([OH:31])[C@H:26]([N:42]([CH3:43])[CH3:44])[C@H:25]2[OH:45])[C@@H:13]([CH2:46][CH:47]=[O:48])[CH2:12][C@@H:11]([CH3:49])[C:9](=[O:10])[CH:8]=[CH:7][C:6]([CH3:50])=[CH:5][C@@H:4]1[CH2:51][O:52][C@@H:53]1[O:58][C@H:57]([CH3:59])[C@@H:56]([OH:60])[C@@H:55]([O:61][CH3:62])[C@H:54]1[O:63][CH3:64], predict the reactants needed to synthesize it. The reactants are: [CH3:1][CH2:2][C@H:3]1[O:20][C:18](=[O:19])[CH2:17][C@@H:16]([OH:21])[C@H:15]([CH3:22])[C@@H:14]([O:23][C@@H:24]2[O:29][C@H:28]([CH3:30])[C@@H:27]([O:31][C@@H]3O[C@@H](C)[C@H](O)[C@@](O)(C)C3)[C@H:26]([N:42]([CH3:44])[CH3:43])[C@H:25]2[OH:45])[C@@H:13]([CH2:46][CH:47]=[O:48])[CH2:12][C@@H:11]([CH3:49])[C:9](=[O:10])[CH:8]=[CH:7][C:6]([CH3:50])=[CH:5][C@@H:4]1[CH2:51][O:52][C@@H:53]1[O:58][C@H:57]([CH3:59])[C@@H:56]([OH:60])[C@@H:55]([O:61][CH3:62])[C@H:54]1[O:63][CH3:64]. (3) Given the product [NH3:4].[CH:14]([O:19][CH:41]([CH3:42])[CH3:32])([CH3:15])[CH3:13].[OH:27][C:23]1[CH:22]=[C:21]([CH:8]2[C:9]3[NH:10][C:11]4[C:16](=[CH:15][C:14]([O:19][CH3:20])=[CH:13][CH:12]=4)[C:17]=3[CH2:18][C:6]3([CH3:30])[C:5](=[O:31])[N:4]([CH2:3][CH2:2][NH:43][CH3:41])[C:28](=[O:29])[N:7]23)[CH:26]=[CH:25][CH:24]=1, predict the reactants needed to synthesize it. The reactants are: Br[CH2:2][CH2:3][N:4]1[C:28](=[O:29])[N:7]2[CH:8]([C:21]3[CH:26]=[CH:25][CH:24]=[C:23]([OH:27])[CH:22]=3)[C:9]3[NH:10][C:11]4[C:16]([C:17]=3[CH2:18][C:6]2([CH3:30])[C:5]1=[O:31])=[CH:15][C:14]([O:19][CH3:20])=[CH:13][CH:12]=4.[C:32](=O)([O-])[O-].[Na+].[Na+].CN.O.[C:41](#[N:43])[CH3:42]. (4) Given the product [C:1]([O:4][CH2:5][C:6]([CH3:36])([CH3:35])[CH2:7][N:8]1[C:14]2[CH:15]=[CH:16][C:17]([Cl:19])=[CH:18][C:13]=2[C@@H:12]([C:20]2[CH:25]=[CH:24][CH:23]=[C:22]([O:26][CH3:27])[C:21]=2[O:28][CH3:29])[O:11][C@H:10]([CH2:30][C:31]([NH:41][C:42]2[CH:43]=[C:44]3[C:48](=[CH:49][CH:50]=2)[NH:47][C:46]([C:51]([O:53][CH2:54][CH3:55])=[O:52])=[CH:45]3)=[O:32])[C:9]1=[O:34])(=[O:3])[CH3:2], predict the reactants needed to synthesize it. The reactants are: [C:1]([O:4][CH2:5][C:6]([CH3:36])([CH3:35])[CH2:7][N:8]1[C:14]2[CH:15]=[CH:16][C:17]([Cl:19])=[CH:18][C:13]=2[C@@H:12]([C:20]2[CH:25]=[CH:24][CH:23]=[C:22]([O:26][CH3:27])[C:21]=2[O:28][CH3:29])[O:11][C@H:10]([CH2:30][C:31](O)=[O:32])[C:9]1=[O:34])(=[O:3])[CH3:2].S(Cl)(Cl)=O.[NH2:41][C:42]1[CH:43]=[C:44]2[C:48](=[CH:49][CH:50]=1)[NH:47][C:46]([C:51]([O:53][CH2:54][CH3:55])=[O:52])=[CH:45]2.C(N(CC)CC)C. (5) The reactants are: [NH:1]1[CH:5]=[CH:4][CH:3]=[N:2]1.[H-].[Na+].Br[CH2:9][CH:10]1[CH2:15][CH2:14][CH2:13][CH2:12][CH2:11]1. Given the product [CH:10]1([CH2:9][N:1]2[CH:5]=[CH:4][CH:3]=[N:2]2)[CH2:15][CH2:14][CH2:13][CH2:12][CH2:11]1, predict the reactants needed to synthesize it. (6) Given the product [CH2:43]([CH:50]1[CH2:55][CH2:54][CH2:53][N:52]([C:11]([C:10]2[CH:14]=[CH:15][CH:16]=[C:8]([C:5]3[N:4]=[C:3]([C:2]([F:1])([F:18])[F:17])[O:7][N:6]=3)[CH:9]=2)=[O:13])[CH2:51]1)[C:44]1[CH:49]=[CH:48][CH:47]=[CH:46][CH:45]=1, predict the reactants needed to synthesize it. The reactants are: [F:1][C:2]([F:18])([F:17])[C:3]1[O:7][N:6]=[C:5]([C:8]2[CH:9]=[C:10]([CH:14]=[CH:15][CH:16]=2)[C:11]([OH:13])=O)[N:4]=1.CN(C(ON1N=NC2C=CC=NC1=2)=[N+](C)C)C.F[P-](F)(F)(F)(F)F.[CH2:43]([CH:50]1[CH2:55][CH2:54][CH2:53][NH:52][CH2:51]1)[C:44]1[CH:49]=[CH:48][CH:47]=[CH:46][CH:45]=1.CN1CCOCC1. (7) Given the product [Br:13][C:14]1[CH:19]=[CH:18][CH:17]=[C:16]([F:20])[C:15]=1[I:21], predict the reactants needed to synthesize it. The reactants are: C(NC(C)C)(C)C.[Li]CCCC.[Br:13][C:14]1[CH:19]=[CH:18][CH:17]=[C:16]([F:20])[CH:15]=1.[I:21]I. (8) Given the product [CH3:1][O:2][CH2:3][C:4]1[CH:5]=[C:6]([CH:14]=[O:15])[C:7]2[C:12]([CH:13]=1)=[CH:11][CH:10]=[CH:9][CH:8]=2, predict the reactants needed to synthesize it. The reactants are: [CH3:1][O:2][CH2:3][C:4]1[CH:5]=[C:6]([CH:14]2OCCC[O:15]2)[C:7]2[C:12]([CH:13]=1)=[CH:11][CH:10]=[CH:9][CH:8]=2.